This data is from Full USPTO retrosynthesis dataset with 1.9M reactions from patents (1976-2016). The task is: Predict the reactants needed to synthesize the given product. (1) Given the product [CH:30]1([NH:29][C:27](=[O:28])[C:26]2[CH:33]=[CH:34][C:23]([C:20]3[N:18]4[CH:19]=[C:14]([O:13][C:12]5[CH:11]=[CH:10][C:9]([OH:8])=[CH:44][CH:43]=5)[CH:15]=[C:16]([NH:36][CH2:37][CH2:38][C:39]([F:42])([F:41])[F:40])[C:17]4=[N:22][CH:21]=3)=[CH:24][C:25]=2[CH3:35])[CH2:32][CH2:31]1, predict the reactants needed to synthesize it. The reactants are: C([O:8][C:9]1[CH:44]=[CH:43][C:12]([O:13][C:14]2[CH:15]=[C:16]([NH:36][CH2:37][CH2:38][C:39]([F:42])([F:41])[F:40])[C:17]3[N:18]([C:20]([C:23]4[CH:34]=[CH:33][C:26]([C:27]([NH:29][CH:30]5[CH2:32][CH2:31]5)=[O:28])=[C:25]([CH3:35])[CH:24]=4)=[CH:21][N:22]=3)[CH:19]=2)=[CH:11][CH:10]=1)C1C=CC=CC=1.N1C=CC=CC=1. (2) Given the product [Br:1][C:10]1[CH:9]=[C:8]([N:5]2[CH2:6][CH2:7][O:2][CH2:3][CH2:4]2)[CH:13]=[N:12][C:11]=1[N+:14]([O-:16])=[O:15], predict the reactants needed to synthesize it. The reactants are: [BrH:1].[O:2]1[CH2:7][CH2:6][N:5]([C:8]2[CH:9]=[C:10](N)[C:11]([N+:14]([O-:16])=[O:15])=[N:12][CH:13]=2)[CH2:4][CH2:3]1.N([O-])=O.[Na+].